Dataset: Full USPTO retrosynthesis dataset with 1.9M reactions from patents (1976-2016). Task: Predict the reactants needed to synthesize the given product. (1) Given the product [NH2:28][C:26]1[C:25]([CH3:31])=[C:7]([C:6]([OH:32])=[C:5]([C:1]([CH3:2])([CH3:3])[CH3:4])[CH:27]=1)[C:8]([NH:10][C:11]1[CH:16]=[CH:15][C:14]([S:17]([C:20]([F:23])([F:21])[F:22])(=[O:19])=[O:18])=[CH:13][C:12]=1[Cl:24])=[O:9], predict the reactants needed to synthesize it. The reactants are: [C:1]([C:5]1[C:6]([OH:32])=[C:7]([C:25]([CH3:31])=[C:26]([N+:28]([O-])=O)[CH:27]=1)[C:8]([NH:10][C:11]1[CH:16]=[CH:15][C:14]([S:17]([C:20]([F:23])([F:22])[F:21])(=[O:19])=[O:18])=[CH:13][C:12]=1[Cl:24])=[O:9])([CH3:4])([CH3:3])[CH3:2]. (2) The reactants are: C(OC([N:11]1[CH2:16][CH2:15][CH:14]([C:17](=[O:35])[NH:18][C:19]2[CH:24]=[C:23]([C:25]3[CH:30]=[CH:29][CH:28]=[CH:27][C:26]=3[O:31][CH:32]([CH3:34])[CH3:33])[N:22]=[CH:21][N:20]=2)[CH2:13][CH2:12]1)=O)C1C=CC=CC=1. Given the product [CH:32]([O:31][C:26]1[CH:27]=[CH:28][CH:29]=[CH:30][C:25]=1[C:23]1[N:22]=[CH:21][N:20]=[C:19]([NH:18][C:17]([CH:14]2[CH2:13][CH2:12][NH:11][CH2:16][CH2:15]2)=[O:35])[CH:24]=1)([CH3:34])[CH3:33], predict the reactants needed to synthesize it. (3) Given the product [NH2:23][CH:7]([C:6]1[CH:1]=[CH:2][C:3]2[O:11][CH2:10][O:9][C:4]=2[CH:5]=1)[CH2:13][C:12]([OH:18])=[O:17], predict the reactants needed to synthesize it. The reactants are: [CH:1]1[C:6]([CH:7]=O)=[CH:5][C:4]2[O:9][CH2:10][O:11][C:3]=2[CH:2]=1.[C:12]([OH:18])(=[O:17])[CH2:13]C(O)=O.C([O-])(=O)C.[NH4+:23]. (4) The reactants are: [O:1]([C:8]1[CH:14]=[CH:13][CH:12]=[CH:11][C:9]=1[NH2:10])[C:2]1[CH:7]=[CH:6][CH:5]=[CH:4][CH:3]=1.C(N(CC)CC)C.[C:22](Cl)(=[O:24])[CH3:23]. Given the product [C:22]([NH:10][C:9]1[CH:11]=[CH:12][CH:13]=[CH:14][C:8]=1[O:1][C:2]1[CH:3]=[CH:4][CH:5]=[CH:6][CH:7]=1)(=[O:24])[CH3:23], predict the reactants needed to synthesize it. (5) Given the product [Br:1][C:2]1[C:7]2[O:8][CH2:9][CH2:10][O:11][C:6]=2[C:5]([CH2:12][CH3:13])=[C:4]([O:14][CH2:16][C:15]#[N:17])[CH:3]=1, predict the reactants needed to synthesize it. The reactants are: [Br:1][C:2]1[C:7]2[O:8][CH2:9][CH2:10][O:11][C:6]=2[C:5]([CH2:12][CH3:13])=[C:4]([OH:14])[CH:3]=1.[C:15](#[N:17])[CH3:16]. (6) Given the product [OH:2][C:3]1[CH:12]=[CH:11][C:10]2[NH:9][C:8](=[O:13])[C:7]3[S:14][CH:15]=[CH:16][C:6]=3[C:5]=2[C:4]=1[C:17]1[CH:18]=[CH:19][C:20]([N:23]2[CH2:28][CH2:27][N:26]([S:29]([CH3:32])(=[O:31])=[O:30])[CH2:25][CH2:24]2)=[CH:21][CH:22]=1, predict the reactants needed to synthesize it. The reactants are: C[O:2][C:3]1[CH:12]=[CH:11][C:10]2[NH:9][C:8](=[O:13])[C:7]3[S:14][CH:15]=[CH:16][C:6]=3[C:5]=2[C:4]=1[C:17]1[CH:22]=[CH:21][C:20]([N:23]2[CH2:28][CH2:27][N:26]([S:29]([CH3:32])(=[O:31])=[O:30])[CH2:25][CH2:24]2)=[CH:19][CH:18]=1.BrB(Br)Br. (7) The reactants are: [C:1]([O:5][C:6]([N:8]1[CH2:13][CH2:12][CH:11]([O:14][C:15]2[CH:20]=[CH:19][C:18]([N+:21]([O-:23])=[O:22])=[CH:17][C:16]=2[C:24](O)=[O:25])[CH2:10][CH2:9]1)=[O:7])([CH3:4])([CH3:3])[CH3:2].ClC(OCC(C)C)=O.[CH2:35]([N:37](CC)[CH2:38]C)C.CNC. Given the product [C:1]([O:5][C:6]([N:8]1[CH2:13][CH2:12][CH:11]([O:14][C:15]2[CH:20]=[CH:19][C:18]([N+:21]([O-:23])=[O:22])=[CH:17][C:16]=2[C:24](=[O:25])[N:37]([CH3:38])[CH3:35])[CH2:10][CH2:9]1)=[O:7])([CH3:3])([CH3:2])[CH3:4], predict the reactants needed to synthesize it.